Dataset: Full USPTO retrosynthesis dataset with 1.9M reactions from patents (1976-2016). Task: Predict the reactants needed to synthesize the given product. Given the product [OH:19][CH2:18][CH2:17][CH2:16][S:8][C:5]1[CH:6]=[CH:7][C:2]([OH:1])=[CH:3][CH:4]=1, predict the reactants needed to synthesize it. The reactants are: [OH:1][C:2]1[CH:7]=[CH:6][C:5]([SH:8])=[CH:4][CH:3]=1.CC(C)([O-])C.[K+].Cl[CH2:16][CH2:17][CH2:18][OH:19].